This data is from Full USPTO retrosynthesis dataset with 1.9M reactions from patents (1976-2016). The task is: Predict the reactants needed to synthesize the given product. Given the product [NH2:20][CH2:19][C:18]1[CH:17]=[C:16]([NH:15][C:12]2[N:11]=[C:10]([NH:31][C:32]3[CH:37]=[CH:36][CH:35]=[CH:34][C:33]=3[C:38]([NH:39][CH3:40])=[O:41])[C:9]([Cl:8])=[CH:14][N:13]=2)[CH:30]=[CH:29][CH:28]=1, predict the reactants needed to synthesize it. The reactants are: C(O)(C(F)(F)F)=O.[Cl:8][C:9]1[C:10]([NH:31][C:32]2[CH:37]=[CH:36][CH:35]=[CH:34][C:33]=2[C:38](=[O:41])[NH:39][CH3:40])=[N:11][C:12]([NH:15][C:16]2[CH:17]=[C:18]([CH:28]=[CH:29][CH:30]=2)[CH2:19][NH:20]C(=O)OC(C)(C)C)=[N:13][CH:14]=1.